Task: Regression. Given a peptide amino acid sequence and an MHC pseudo amino acid sequence, predict their binding affinity value. This is MHC class II binding data.. Dataset: Peptide-MHC class II binding affinity with 134,281 pairs from IEDB (1) The peptide sequence is AFKVASTAANAAPAN. The MHC is DRB1_0802 with pseudo-sequence DRB1_0802. The binding affinity (normalized) is 0.813. (2) The peptide sequence is SNFLRGKLKLYTGEA. The MHC is DRB1_1501 with pseudo-sequence DRB1_1501. The binding affinity (normalized) is 0.686.